From a dataset of Forward reaction prediction with 1.9M reactions from USPTO patents (1976-2016). Predict the product of the given reaction. (1) The product is: [F:1][C:2]1[CH:3]=[C:4]([C:5]([N:27]2[CH2:28][CH2:29][CH2:30][C@H:25]([C:23]3[O:22][N:21]=[C:20]([C:17]4[NH:18][CH:19]=[C:15]([CH3:14])[N:16]=4)[N:24]=3)[CH2:26]2)=[O:6])[CH:8]=[CH:9][C:10]=1[F:11]. Given the reactants [F:1][C:2]1[CH:3]=[C:4]([CH:8]=[CH:9][C:10]=1[F:11])[C:5](Cl)=[O:6].Cl.Cl.[CH3:14][C:15]1[N:16]=[C:17]([C:20]2[N:24]=[C:23]([C@H:25]3[CH2:30][CH2:29][CH2:28][NH:27][CH2:26]3)[O:22][N:21]=2)[NH:18][CH:19]=1.C(N(CC)CC)C, predict the reaction product. (2) Given the reactants [CH3:1][N:2]1[CH2:7][CH2:6][N:5]([C:8]2[N:9]=[C:10]([CH2:17][C:18]([NH2:20])=[O:19])[C:11]3[CH:16]=[CH:15][S:14][C:12]=3[N:13]=2)[CH2:4][CH2:3]1.C[O:22][C:23](=O)[C:24]([C:26]1[C:27]2[CH:40]=[CH:39][S:38][C:28]=2[N:29](C(OC(C)(C)C)=O)[CH:30]=1)=O.O(C(C)(C)C)[K].O, predict the reaction product. The product is: [CH3:1][N:2]1[CH2:7][CH2:6][N:5]([C:8]2[N:9]=[C:10]([C:17]3[C:18](=[O:19])[NH:20][C:23](=[O:22])[C:24]=3[C:26]3[C:27]4[CH:40]=[CH:39][S:38][C:28]=4[NH:29][CH:30]=3)[C:11]3[CH:16]=[CH:15][S:14][C:12]=3[N:13]=2)[CH2:4][CH2:3]1. (3) Given the reactants [C:1](=[O:4])([O-])[O-:2].[K+].[K+].[Cl:7][C:8]1[C:16]([Cl:17])=[C:15]2[C:11]([CH2:12][CH:13]([CH:19]3[CH2:23][CH2:22][CH2:21][CH2:20]3)[C:14]2=O)=[CH:10][C:9]=1O.BrC[C:27]1[CH:34]=[CH:33][C:30]([C:31]#[N:32])=[CH:29][CH:28]=1, predict the reaction product. The product is: [Cl:7][C:8]1[C:16]([Cl:17])=[C:15]2[C:11]([CH2:12][CH:13]([CH:19]3[CH2:23][CH2:22][CH2:21][CH2:20]3)[CH2:14]2)=[CH:10][C:9]=1[O:2][C:1]([C:27]1[CH:34]=[CH:33][C:30]([C:31]#[N:32])=[CH:29][CH:28]=1)=[O:4]. (4) Given the reactants [CH3:1][O:2][C:3]([C:5]1[S:12][C:11]2[C:10]([CH:13]3[CH2:18][CH2:17][CH2:16][CH2:15][CH2:14]3)=[C:9]([C:19]3[CH:20]=[C:21]4[C:26](=[CH:27][CH:28]=3)[N:25]=[C:24]([C:29]3[S:33][C:32]([CH3:34])=[N:31][C:30]=3[CH3:35])[CH:23]=[CH:22]4)[N:8]([CH2:36][C:37]([O:39]C(C)(C)C)=[O:38])[C:7]=2[CH:6]=1)=[O:4].Cl.C1(OC)C=CC=CC=1, predict the reaction product. The product is: [CH3:1][O:2][C:3]([C:5]1[S:12][C:11]2[C:10]([CH:13]3[CH2:14][CH2:15][CH2:16][CH2:17][CH2:18]3)=[C:9]([C:19]3[CH:20]=[C:21]4[C:26](=[CH:27][CH:28]=3)[N:25]=[C:24]([C:29]3[S:33][C:32]([CH3:34])=[N:31][C:30]=3[CH3:35])[CH:23]=[CH:22]4)[N:8]([CH2:36][C:37]([OH:39])=[O:38])[C:7]=2[CH:6]=1)=[O:4]. (5) Given the reactants [NH2:1][C:2]1[C:11]([CH3:12])=[CH:10][C:9](Br)=[CH:8][C:3]=1[C:4]([NH:6][CH3:7])=[O:5].CC1C=C(C)C=C(C)C=1.[C-]#N.[Na+].[CH3:26][NH:27]CCNC, predict the reaction product. The product is: [NH2:1][C:2]1[C:11]([CH3:12])=[CH:10][C:9]([C:26]#[N:27])=[CH:8][C:3]=1[C:4]([NH:6][CH3:7])=[O:5].